The task is: Predict which catalyst facilitates the given reaction.. This data is from Catalyst prediction with 721,799 reactions and 888 catalyst types from USPTO. (1) Reactant: [N:1]1[N:5]2[CH2:6][CH2:7][CH2:8][NH:9][CH2:10][C:4]2=[CH:3][C:2]=1[C:11]([O:13][CH2:14][CH3:15])=[O:12].[N:16]1[CH:21]=[CH:20][CH:19]=[CH:18][C:17]=1[C:22]1[S:26][C:25]([C:27](O)=[O:28])=[CH:24][CH:23]=1.F[P-](F)(F)(F)(F)F.C[N+](C)=C(N(C)C)ON1C2N=CC=CC=2N=N1.CN1CCOCC1. Product: [N:16]1[CH:21]=[CH:20][CH:19]=[CH:18][C:17]=1[C:22]1[S:26][C:25]([C:27]([N:9]2[CH2:8][CH2:7][CH2:6][N:5]3[N:1]=[C:2]([C:11]([O:13][CH2:14][CH3:15])=[O:12])[CH:3]=[C:4]3[CH2:10]2)=[O:28])=[CH:24][CH:23]=1. The catalyst class is: 2. (2) Reactant: [H-].[Na+].[C:3]([CH2:5]P(=O)(OCC)OCC)#[N:4].[CH3:14][C:15]1[O:16][C:17]2[C:26]3[C:25](=O)[CH2:24][CH2:23][C:22]=3[CH:21]=[CH:20][C:18]=2[N:19]=1.[Cl-].[NH4+]. Product: [CH3:14][C:15]1[O:16][C:17]2[C:26]3[C:25](=[CH:5][C:3]#[N:4])[CH2:24][CH2:23][C:22]=3[CH:21]=[CH:20][C:18]=2[N:19]=1. The catalyst class is: 7. (3) Reactant: [CH2:1]([N:8]([CH2:21][C:22]1[CH:32]=[CH:31][C:25]([N:26](CC)CC)=[CH:24][CH:23]=1)[CH2:9][C:10]1[CH:15]=[CH:14][C:13]([N:16](CC)CC)=[CH:12][CH:11]=1)[C:2]1[CH:7]=[CH:6][CH:5]=[CH:4][CH:3]=1.[CH3:33][S:34]([OH:37])(=[O:36])=[O:35]. Product: [CH3:33][S:34]([O-:37])(=[O:36])=[O:35].[NH2:16][C:13]1[CH:14]=[CH:15][C:10]([CH2:9][NH+:8]([CH2:21][C:22]2[CH:23]=[CH:24][C:25]([NH2:26])=[CH:31][CH:32]=2)[CH2:1][C:2]2[CH:7]=[CH:6][CH:5]=[CH:4][CH:3]=2)=[CH:11][CH:12]=1. The catalyst class is: 27. (4) Reactant: N1C=CC=CC=1[C:7]1[CH:12]=[CH:11]C=CN=1.[C:13]([O:17][CH3:18])(=[O:16])[CH:14]=[CH2:15].C1(C(Br)C)C=CC=CC=1. Product: [CH:13]([O:17][CH2:18][CH:12]([CH3:11])[CH3:7])=[CH2:14].[C:13]([O:17][CH3:18])(=[O:16])[CH:14]=[CH2:15]. The catalyst class is: 1. (5) Reactant: [N:1]1([C:8]([O:10][C:11]([CH3:14])([CH3:13])[CH3:12])=[O:9])[CH2:7][CH2:6][CH2:5][NH:4][CH2:3][CH2:2]1.[C:15]1(=O)[CH2:18][CH2:17][CH2:16]1.C(O[BH-](OC(=O)C)OC(=O)C)(=O)C.[Na+]. Product: [CH:15]1([N:4]2[CH2:5][CH2:6][CH2:7][N:1]([C:8]([O:10][C:11]([CH3:14])([CH3:13])[CH3:12])=[O:9])[CH2:2][CH2:3]2)[CH2:18][CH2:17][CH2:16]1. The catalyst class is: 2. (6) Reactant: C[O:2][C:3]([C:5]1[N:6]([CH3:24])[N:7]=[C:8]([O:10][CH2:11][C:12]2[C:13]([C:18]3[CH:23]=[CH:22][CH:21]=[CH:20][CH:19]=3)=[N:14][O:15][C:16]=2[CH3:17])[CH:9]=1)=O.[NH3:25]. Product: [CH3:24][N:6]1[C:5]([C:3]([NH2:25])=[O:2])=[CH:9][C:8]([O:10][CH2:11][C:12]2[C:13]([C:18]3[CH:23]=[CH:22][CH:21]=[CH:20][CH:19]=3)=[N:14][O:15][C:16]=2[CH3:17])=[N:7]1. The catalyst class is: 5. (7) Reactant: I[Si](C)(C)C.C(OC([NH:16][C@@H:17]([CH3:46])[CH2:18][NH:19][C:20]1[N:21]([CH2:42][C:43]#[C:44][CH3:45])[C:22]2[C:27](=[O:28])[N:26]([CH2:29][C:30]3[N:39]=[C:38]([CH3:40])[C:37]4[C:32](=[CH:33][CH:34]=[CH:35][CH:36]=4)[N:31]=3)[N:25]=[CH:24][C:23]=2[N:41]=1)=O)C1C=CC=CC=1.[CH3:47]O. Product: [NH2:16][C@@H:17]([CH3:46])[CH2:18][N:19]([C:20]1[N:21]([CH2:42][C:43]#[C:44][CH3:45])[C:22]2[C:27](=[O:28])[N:26]([CH2:29][C:30]3[N:39]=[C:38]([CH3:40])[C:37]4[C:32](=[CH:33][CH:34]=[CH:35][CH:36]=4)[N:31]=3)[N:25]=[CH:24][C:23]=2[N:41]=1)[CH3:47]. The catalyst class is: 4. (8) Product: [Br:1][C:2]1[CH:7]=[CH:6][C:5]([F:8])=[CH:4][C:3]=1[N+:9]([O-:11])=[O:10]. The catalyst class is: 65. Reactant: [Br:1][C:2]1[CH:7]=[CH:6][C:5]([F:8])=[CH:4][CH:3]=1.[N+:9]([O-])([O-:11])=[O:10].[K+]. (9) Reactant: Br[C:2]1[C:3]([NH2:13])=[N:4][CH:5]=[C:6](Br)[C:7]=1[C:8]([F:11])([F:10])[F:9].O.[OH:15][C:16]1[CH:21]=[CH:20][C:19](B(O)O)=[CH:18][CH:17]=1.[C:25]([O-:28])([O-])=O.[Na+].[Na+]. Product: [NH2:13][C:3]1[N:4]=[CH:5][C:6]([C:19]2[CH:20]=[CH:21][C:16]([OH:15])=[CH:17][CH:18]=2)=[C:7]([C:8]([F:11])([F:10])[F:9])[C:2]=1[C:7]1[CH:6]=[CH:5][C:25]([OH:28])=[CH:3][CH:2]=1. The catalyst class is: 184.